Dataset: Catalyst prediction with 721,799 reactions and 888 catalyst types from USPTO. Task: Predict which catalyst facilitates the given reaction. Reactant: [C:1]([O:5][C:6]([NH:8][C@H:9]([C:23]([O:25][CH3:26])=[O:24])[CH2:10][C:11]1[CH:16]=[CH:15][C:14]([C:17]#[C:18][CH2:19][CH:20]([OH:22])[CH3:21])=[CH:13][CH:12]=1)=[O:7])([CH3:4])([CH3:3])[CH3:2]. Product: [C:1]([O:5][C:6]([NH:8][C@H:9]([C:23]([O:25][CH3:26])=[O:24])[CH2:10][C:11]1[CH:12]=[CH:13][C:14]([CH2:17][CH2:18][CH2:19][CH:20]([OH:22])[CH3:21])=[CH:15][CH:16]=1)=[O:7])([CH3:4])([CH3:2])[CH3:3]. The catalyst class is: 19.